Dataset: Forward reaction prediction with 1.9M reactions from USPTO patents (1976-2016). Task: Predict the product of the given reaction. (1) Given the reactants Br[C:2]1[CH:3]=[C:4]([N:13]([C@H:16]2[CH2:21][CH2:20][C@H:19]([N:22]([CH3:24])[CH3:23])[CH2:18][CH2:17]2)[CH2:14][CH3:15])[C:5]([CH3:12])=[C:6]([CH:11]=1)[C:7]([O:9][CH3:10])=[O:8].[CH:25]#[C:26][CH2:27][N:28]1[CH2:33][CH2:32][O:31][CH2:30][CH2:29]1.C(N(CC)CC)C, predict the reaction product. The product is: [CH3:23][N:22]([CH3:24])[C@H:19]1[CH2:20][CH2:21][C@H:16]([N:13]([CH2:14][CH3:15])[C:4]2[C:5]([CH3:12])=[C:6]([CH:11]=[C:2]([C:25]#[C:26][CH2:27][N:28]3[CH2:33][CH2:32][O:31][CH2:30][CH2:29]3)[CH:3]=2)[C:7]([O:9][CH3:10])=[O:8])[CH2:17][CH2:18]1. (2) Given the reactants [CH2:1]=[CH:2][CH2:3][CH2:4][CH2:5][CH2:6]CCC.OOS([O-])=O.[K+].[O-]S([O-])=O.[Na+].[Na+].CC[O:24][C:25]([CH3:27])=[O:26], predict the reaction product. The product is: [C:25]([OH:24])(=[O:26])[CH2:27][CH2:1][CH2:2][CH2:3][CH2:4][CH2:5][CH3:6]. (3) Given the reactants Cl.[F:2][C@@H:3]1[CH2:7][NH:6][C@H:5]([C:8]([O:10]C)=O)[CH2:4]1.C([N:15](C(C)C)CC)(C)C.ON1C2C=CC=CC=2N=N1.[C:31]([OH:35])(=O)[CH2:32][OH:33].Cl.C(N=C=NCCCN(C)C)C, predict the reaction product. The product is: [F:2][C@@H:3]1[CH2:7][N:6]([C:31](=[O:35])[CH2:32][OH:33])[C@H:5]([C:8]([NH2:15])=[O:10])[CH2:4]1. (4) Given the reactants [C:1]1(=[O:11])[NH:5][C:4](=[O:6])[C:3]2=[CH:7][CH:8]=[CH:9][CH:10]=[C:2]12.[K].Br[CH2:14][C:15]1[CH:20]=[CH:19][C:18]([CH:21]([CH:29]2[CH2:33][CH2:32][CH2:31][CH2:30]2)[C:22]([O:24][C:25]([CH3:28])([CH3:27])[CH3:26])=[O:23])=[CH:17][CH:16]=1, predict the reaction product. The product is: [CH:29]1([CH:21]([C:18]2[CH:19]=[CH:20][C:15]([CH2:14][N:5]3[C:1](=[O:11])[C:2]4[C:3](=[CH:7][CH:8]=[CH:9][CH:10]=4)[C:4]3=[O:6])=[CH:16][CH:17]=2)[C:22]([O:24][C:25]([CH3:26])([CH3:28])[CH3:27])=[O:23])[CH2:33][CH2:32][CH2:31][CH2:30]1. (5) The product is: [Cl:18][C:5]1[N:4]([CH:1]([CH3:3])[CH3:2])[C:8]2[CH:9]=[N:10][CH:11]=[CH:12][C:7]=2[N:6]=1. Given the reactants [CH:1]([N:4]1[C:8]2[CH:9]=[N:10][CH:11]=[CH:12][C:7]=2[NH:6][C:5]1=O)([CH3:3])[CH3:2].[NH4+].[OH-].O=P(Cl)(Cl)[Cl:18], predict the reaction product.